Predict the product of the given reaction. From a dataset of Forward reaction prediction with 1.9M reactions from USPTO patents (1976-2016). (1) Given the reactants [NH:1]1[C:9]2[C:4](=[CH:5][C:6]([C:10]([O:12][CH3:13])=[O:11])=[CH:7][CH:8]=2)[CH:3]=[CH:2]1.I[C:15]1[CH:20]=[CH:19][C:18]([F:21])=[C:17]([F:22])[CH:16]=1.CN[C@@H]1CCCC[C@H]1NC.[O-]P([O-])([O-])=O.[K+].[K+].[K+], predict the reaction product. The product is: [F:21][C:18]1[CH:19]=[C:20]([N:1]2[C:9]3[C:4](=[CH:5][C:6]([C:10]([O:12][CH3:13])=[O:11])=[CH:7][CH:8]=3)[CH:3]=[CH:2]2)[CH:15]=[CH:16][C:17]=1[F:22]. (2) Given the reactants [O:1]1[CH2:6][CH2:5][CH2:4][CH2:3][CH:2]1[N:7]1[CH:11]=[C:10](B2OC(C)(C)C(C)(C)O2)[CH:9]=[N:8]1.Cl[C:22]1[N:31]=[C:30]([CH:32]2[CH2:34][CH2:33]2)[C:29]2[CH2:28][N:27]([C:35]3[CH:44]=[C:43]4[C:38]([CH2:39][CH2:40][CH:41]([C:45]5[C:50]([F:51])=[CH:49][CH:48]=[CH:47][N:46]=5)[O:42]4)=[CH:37][C:36]=3[Cl:52])[C:26](=[O:53])[NH:25][C:24]=2[CH:23]=1, predict the reaction product. The product is: [Cl:52][C:36]1[CH:37]=[C:38]2[C:43](=[CH:44][C:35]=1[N:27]1[CH2:28][C:29]3[C:30]([CH:32]4[CH2:33][CH2:34]4)=[N:31][C:22]([C:11]4[N:7]([CH:2]5[CH2:3][CH2:4][CH2:5][CH2:6][O:1]5)[N:8]=[CH:9][CH:10]=4)=[CH:23][C:24]=3[NH:25][C:26]1=[O:53])[O:42][CH:41]([C:45]1[C:50]([F:51])=[CH:49][CH:48]=[CH:47][N:46]=1)[CH2:40][CH2:39]2.